Dataset: Catalyst prediction with 721,799 reactions and 888 catalyst types from USPTO. Task: Predict which catalyst facilitates the given reaction. (1) Reactant: [CH2:1]1[C:10]2[C:5](=[CH:6][CH:7]=[CH:8][CH:9]=2)[CH2:4][CH2:3][NH:2]1.C(N(CC)CC)C.[C:18](Cl)(=[O:21])[CH:19]=[CH2:20]. Product: [CH2:1]1[C:10]2[C:5](=[CH:6][CH:7]=[CH:8][CH:9]=2)[CH2:4][CH2:3][N:2]1[C:18](=[O:21])[CH:19]=[CH2:20]. The catalyst class is: 46. (2) Reactant: Cl[CH2:2][CH2:3][CH2:4][CH2:5][N:6]1[C:10]2[CH:11]=[CH:12][CH:13]=[CH:14][C:9]=2[N:8]=[CH:7]1.[O:15]1[CH:19]=[CH:18][CH:17]=[C:16]1[CH:20]1[CH2:25][CH2:24][NH:23][CH2:22][CH2:21]1.C(N(C(C)C)CC)(C)C.[I-].[K+]. Product: [N:6]1([CH2:5][CH2:4][CH2:3][CH2:2][N:23]2[CH2:24][CH2:25][CH:20]([C:16]3[O:15][CH:19]=[CH:18][CH:17]=3)[CH2:21][CH2:22]2)[C:10]2[CH:11]=[CH:12][CH:13]=[CH:14][C:9]=2[N:8]=[CH:7]1. The catalyst class is: 10. (3) Reactant: [CH2:1]([CH:3]([CH2:21][CH2:22][CH2:23][CH3:24])[CH2:4][O:5][C:6]1[CH:7]=[C:8]([N:12]2[C:17]([CH3:18])=[CH:16][C:15](=O)[CH:14]=[C:13]2[CH3:20])[CH:9]=[CH:10][CH:11]=1)[CH3:2].[C:25]([C:27]1[C:28](=[C:35]([C:38]#[N:39])[C:36]#[N:37])[O:29][C:30]([CH3:34])([CH3:33])[C:31]=1[CH3:32])#[N:26].C(OC(=O)C)(=O)C. Product: [C:25]([CH:27]1[C:31](=[C:32]=[C:15]2[CH:16]=[C:17]([CH3:18])[N:12]([C:8]3[CH:9]=[CH:10][CH:11]=[C:6]([O:5][CH2:4][CH:3]([CH2:1][CH3:2])[CH2:21][CH2:22][CH2:23][CH3:24])[CH:7]=3)[C:13]([CH3:20])=[CH:14]2)[C:30]([CH3:34])([CH3:33])[O:29][C:28]1=[C:35]([C:36]#[N:37])[C:38]#[N:39])#[N:26]. The catalyst class is: 6. (4) Reactant: [N:1]1([C:10]2[CH:15]=[CH:14][N:13]=[C:12]([NH:16][CH:17]3[CH2:22][CH2:21][C:20](=[O:23])[CH2:19][CH2:18]3)[N:11]=2)[C:5]2[CH:6]=[CH:7][CH:8]=[CH:9][C:4]=2[N:3]=[N:2]1.[CH3:24][Mg]Cl.[NH4+].[Cl-]. Product: [N:1]1([C:10]2[CH:15]=[CH:14][N:13]=[C:12]([NH:16][CH:17]3[CH2:18][CH2:19][C:20]([CH3:24])([OH:23])[CH2:21][CH2:22]3)[N:11]=2)[C:5]2[CH:6]=[CH:7][CH:8]=[CH:9][C:4]=2[N:3]=[N:2]1. The catalyst class is: 1. (5) Reactant: [CH3:1][C:2]1[N:3]=[C:4]([C:7]2[CH:11]=[C:10]([C:12]3[CH:17]=[CH:16][C:15]([O:18][C:19]([F:22])([F:21])[F:20])=[CH:14][CH:13]=3)[O:9][N:8]=2)[NH:5][N:6]=1.C([O-])([O-])=O.[K+].[K+].[Br:29][C:30]1[CH:35]=[CH:34][CH:33]=[C:32]([CH2:36]Br)[CH:31]=1. Product: [Br:29][C:30]1[CH:31]=[C:32]([CH:33]=[CH:34][CH:35]=1)[CH2:36][N:6]1[C:2]([CH3:1])=[N:3][C:4]([C:7]2[CH:11]=[C:10]([C:12]3[CH:13]=[CH:14][C:15]([O:18][C:19]([F:22])([F:20])[F:21])=[CH:16][CH:17]=3)[O:9][N:8]=2)=[N:5]1. The catalyst class is: 18. (6) Reactant: [CH2:1]([O:4][C:5]1[CH:9]=[C:8]([CH2:10][CH2:11][C:12](OCC)=[O:13])[N:7]([CH2:17][C:18]2[CH:23]=[CH:22][C:21]([C:24]([F:27])([F:26])[F:25])=[CH:20][CH:19]=2)[N:6]=1)[CH2:2][CH3:3].[H-].C([Al+]CC(C)C)C(C)C.[Cl-].[NH4+]. Product: [CH2:1]([O:4][C:5]1[CH:9]=[C:8]([CH2:10][CH2:11][CH2:12][OH:13])[N:7]([CH2:17][C:18]2[CH:19]=[CH:20][C:21]([C:24]([F:26])([F:27])[F:25])=[CH:22][CH:23]=2)[N:6]=1)[CH2:2][CH3:3]. The catalyst class is: 207.